This data is from Forward reaction prediction with 1.9M reactions from USPTO patents (1976-2016). The task is: Predict the product of the given reaction. (1) Given the reactants [O:1]1[C:5]2[CH:6]=[CH:7][C:8]([C:10]3[S:11][CH:12]=[C:13]([C:15]([OH:17])=O)[N:14]=3)=[CH:9][C:4]=2[CH2:3][CH2:2]1.N[C:19]1[N:23]=[C:22]([NH2:24])[NH:21][N:20]=1.F[P-](F)(F)(F)(F)F.N1([O:41][C:42](N(C)C)=[N+:43](C)[CH3:44])C2C=CC=CC=2N=N1.C(N(CC)C(C)C)(C)C, predict the reaction product. The product is: [O:1]1[C:5]2[CH:6]=[CH:7][C:8]([C:10]3[S:11][CH:12]=[C:13]([C:15]([NH:24][C:22]4[NH:21][N:20]=[C:19]([C:42](=[O:41])[NH:43][CH3:44])[N:23]=4)=[O:17])[N:14]=3)=[CH:9][C:4]=2[CH2:3][CH2:2]1. (2) Given the reactants C([Si]([O:8][CH2:9][C:10]1[S:11][C:12]([F:23])=[C:13]([CH2:15][C:16]2[CH:21]=[CH:20][CH:19]=[C:18]([Cl:22])[CH:17]=2)[CH:14]=1)(C)C)(C)(C)C, predict the reaction product. The product is: [Cl:22][C:18]1[CH:17]=[C:16]([CH:21]=[CH:20][CH:19]=1)[CH2:15][C:13]1[CH:14]=[C:10]([CH2:9][OH:8])[S:11][C:12]=1[F:23].